Dataset: Forward reaction prediction with 1.9M reactions from USPTO patents (1976-2016). Task: Predict the product of the given reaction. (1) Given the reactants F[CH:2](F)[C:3]1[CH:4]=[C:5]([CH:8]=[CH:9][C:10]=1[O:11][CH:12]([CH3:17])[C:13]([F:16])([F:15])[F:14])[C:6]#N.S(=O)(=O)(O)[OH:20].[OH-:24].[Na+].[OH2:26], predict the reaction product. The product is: [CH:2]([C:3]1[CH:4]=[C:5]([CH:8]=[CH:9][C:10]=1[O:11][CH:12]([CH3:17])[C:13]([F:16])([F:15])[F:14])[C:6]([OH:20])=[O:26])=[O:24]. (2) The product is: [F:8][C:9]1[CH:34]=[CH:33][CH:32]=[CH:31][C:10]=1[CH2:11][N:12]1[C:16]2=[N:17][CH:18]=[CH:19][CH:20]=[C:15]2[C:14]([C:21]2[N:22]=[CH:23][C:24]3[N:29]=[N:28][NH:27][C:25]=3[N:26]=2)=[N:13]1. Given the reactants N(OC(C)(C)C)=O.[F:8][C:9]1[CH:34]=[CH:33][CH:32]=[CH:31][C:10]=1[CH2:11][N:12]1[C:16]2=[N:17][CH:18]=[CH:19][CH:20]=[C:15]2[C:14]([C:21]2[N:22]=[C:23](N)[C:24]3[N:29]=[N:28][NH:27][C:25]=3[N:26]=2)=[N:13]1.O, predict the reaction product. (3) Given the reactants Br[C:2]1[N:7]=[CH:6][C:5]([C:8]([N:10]2[CH2:15][CH2:14][N:13]([C:16]3[C:21]([CH3:22])=[CH:20][C:19]([CH3:23])=[CH:18][N:17]=3)[CH2:12][CH2:11]2)=[O:9])=[CH:4][CH:3]=1.C([N:32]1[C:36]([CH3:38])([CH3:37])[CH2:35][NH:34][C:33]1=[O:39])(=O)C1C=CC=CC=1, predict the reaction product. The product is: [CH3:22][C:21]1[C:16]([N:13]2[CH2:14][CH2:15][N:10]([C:8]([C:5]3[CH:4]=[CH:3][C:2]([N:34]4[CH2:35][C:36]([CH3:38])([CH3:37])[NH:32][C:33]4=[O:39])=[N:7][CH:6]=3)=[O:9])[CH2:11][CH2:12]2)=[N:17][CH:18]=[C:19]([CH3:23])[CH:20]=1. (4) Given the reactants C([O:4][C@@H:5]1[C@@H:13]([C@@:14]2([CH3:30])[CH2:19][CH2:18][C@H:17]([OH:20])[CH2:16][C@@H:15]2[CH2:21][CH2:22][N:23]2[CH2:28][CH2:27][N:26]([CH3:29])[CH2:25][CH2:24]2)[CH2:12][CH2:11][C@@:10]2([CH3:31])[C@H:6]1[CH2:7][CH2:8][C:9]2=[CH2:32])(=O)C.[H-].[H-].[H-].[H-].[Li+].[Al+3], predict the reaction product. The product is: [OH:20][C@H:17]1[CH2:18][CH2:19][C@@:14]([C@H:13]2[CH2:12][CH2:11][C@@:10]3([CH3:31])[C@@H:6]([CH2:7][CH2:8][C:9]3=[CH2:32])[C@@H:5]2[OH:4])([CH3:30])[C@@H:15]([CH2:21][CH2:22][N:23]2[CH2:24][CH2:25][N:26]([CH3:29])[CH2:27][CH2:28]2)[CH2:16]1. (5) Given the reactants C([O-])([O-])=O.[Cs+].[Cs+].[Cl:7][C:8]1[C:15]([CH3:16])=[C:14](F)[CH:13]=[CH:12][C:9]=1[C:10]#[N:11].Cl.[NH2:19][C@H:20]([C@H:24]([O:29][CH2:30][C:31]1[CH:36]=[CH:35][CH:34]=[CH:33][CH:32]=1)[C:25]([F:28])([F:27])[F:26])[C:21]([OH:23])=[O:22], predict the reaction product. The product is: [CH2:30]([O:29][C@H:24]([C:25]([F:26])([F:28])[F:27])[C@@H:20]([NH:19][C:14]1[CH:13]=[CH:12][C:9]([C:10]#[N:11])=[C:8]([Cl:7])[C:15]=1[CH3:16])[C:21]([OH:23])=[O:22])[C:31]1[CH:32]=[CH:33][CH:34]=[CH:35][CH:36]=1. (6) Given the reactants C[O:2][C:3](=[O:19])[C:4]1[CH:9]=[CH:8][C:7]([CH:10]([CH2:17][OH:18])[CH2:11][CH2:12][CH2:13][CH2:14][CH2:15][CH3:16])=[CH:6][CH:5]=1.[OH-].[Na+].Cl, predict the reaction product. The product is: [OH:18][CH2:17][CH:10]([C:7]1[CH:6]=[CH:5][C:4]([C:3]([OH:19])=[O:2])=[CH:9][CH:8]=1)[CH2:11][CH2:12][CH2:13][CH2:14][CH2:15][CH3:16].